Task: Predict which catalyst facilitates the given reaction.. Dataset: Catalyst prediction with 721,799 reactions and 888 catalyst types from USPTO (1) The catalyst class is: 46. Product: [Cl:6][C:7]1[CH:8]=[C:9]2[C:13](=[CH:14][CH:15]=1)[NH:12][C:11]([C:17]1[CH:18]=[CH:19][C:20]([Cl:23])=[CH:21][CH:22]=1)=[C:10]2[CH2:28][CH:26]([CH2:25][Cl:24])[OH:27]. Reactant: [Sn](Cl)(Cl)(Cl)Cl.[Cl:6][C:7]1[CH:8]=[C:9]2[C:13](=[CH:14][CH:15]=1)[N:12](C)[C:11]([C:17]1[CH:22]=[CH:21][C:20]([Cl:23])=[CH:19][CH:18]=1)=[CH:10]2.[Cl:24][CH2:25][CH:26]1[CH2:28][O:27]1.C(=O)([O-])[O-].[Na+].[Na+]. (2) Reactant: [C:1]([O:6][C:7]1([CH3:20])[CH:14]2[CH2:15][C:10]3([C:17](O)=[O:18])[CH2:11][CH:12]([CH2:16][CH:8]1[CH2:9]3)[CH2:13]2)(=[O:5])[C:2]([CH3:4])=[CH2:3].C(Cl)(=O)C([Cl:24])=O. Product: [C:1]([O:6][C:7]1([CH3:20])[CH:14]2[CH2:15][C:10]3([C:17]([Cl:24])=[O:18])[CH2:11][CH:12]([CH2:16][CH:8]1[CH2:9]3)[CH2:13]2)(=[O:5])[C:2]([CH3:4])=[CH2:3]. The catalyst class is: 11. (3) Reactant: C([O:8][C:9]1[CH:14]=[CH:13][C:12]([N:15]([CH3:65])[C:16]([C:18]2[CH:19]=[C:20]([C:27]3[CH:28]=[C:29]4[C:34](=[CH:35][C:36]=3[C:37]([N:39]3[C@H:48]([CH3:49])[CH2:47][C:46]5[C:41](=[CH:42][CH:43]=[CH:44][CH:45]=5)[CH2:40]3)=[O:38])[CH2:33][N:32]([C:50](=[O:64])[CH2:51][C:52]3[CH:57]=[CH:56][C:55]([O:58][CH2:59][CH2:60][N:61]([CH3:63])[CH3:62])=[CH:54][CH:53]=3)[CH2:31][CH2:30]4)[N:21]3[C:26]=2[CH2:25][CH2:24][CH2:23][CH2:22]3)=[O:17])=[CH:11][CH:10]=1)C1C=CC=CC=1. Product: [CH3:63][N:61]([CH3:62])[CH2:60][CH2:59][O:58][C:55]1[CH:56]=[CH:57][C:52]([CH2:51][C:50]([N:32]2[CH2:31][CH2:30][C:29]3[C:34](=[CH:35][C:36]([C:37]([N:39]4[C@H:48]([CH3:49])[CH2:47][C:46]5[C:41](=[CH:42][CH:43]=[CH:44][CH:45]=5)[CH2:40]4)=[O:38])=[C:27]([C:20]4[N:21]5[C:26]([CH2:25][CH2:24][CH2:23][CH2:22]5)=[C:18]([C:16]([N:15]([C:12]5[CH:11]=[CH:10][C:9]([OH:8])=[CH:14][CH:13]=5)[CH3:65])=[O:17])[CH:19]=4)[CH:28]=3)[CH2:33]2)=[O:64])=[CH:53][CH:54]=1. The catalyst class is: 29. (4) Reactant: C([O-])(=O)C.[Na+].Br[CH:7](Br)[C:8]([C:10]([F:13])([F:12])[F:11])=[O:9].Cl.[Br:16][C:17]1[C:22]([O:23][CH:24]([CH3:26])[CH3:25])=[CH:21][C:20]([NH:27][NH2:28])=[C:19]([F:29])[CH:18]=1. Product: [Br:16][C:17]1[C:22]([O:23][CH:24]([CH3:25])[CH3:26])=[CH:21][C:20]([NH:27][N:28]=[CH:7][C:8](=[O:9])[C:10]([F:13])([F:12])[F:11])=[C:19]([F:29])[CH:18]=1. The catalyst class is: 6. (5) Reactant: [NH2:1][C:2]1[C:11]2[C:6](=[CH:7][CH:8]=[CH:9][C:10]=2[O:12][CH2:13][C:14]([NH2:17])([CH3:16])[CH3:15])[N:5]=[C:4]([CH3:18])[C:3]=1[C:19]([O:21][CH2:22][CH3:23])=[O:20].[C:24](O)(=[O:31])[C:25]1[CH:30]=[CH:29][N:28]=[CH:27][CH:26]=1.CCN=C=NCCCN(C)C.C1C=CC2N(O)N=NC=2C=1.C(N(CC)CC)C. Product: [NH2:1][C:2]1[C:11]2[C:6](=[CH:7][CH:8]=[CH:9][C:10]=2[O:12][CH2:13][C:14]([NH:17][C:24](=[O:31])[C:25]2[CH:30]=[CH:29][N:28]=[CH:27][CH:26]=2)([CH3:16])[CH3:15])[N:5]=[C:4]([CH3:18])[C:3]=1[C:19]([O:21][CH2:22][CH3:23])=[O:20]. The catalyst class is: 3.